Dataset: Catalyst prediction with 721,799 reactions and 888 catalyst types from USPTO. Task: Predict which catalyst facilitates the given reaction. (1) Reactant: I.[NH2:2][C:3]1[C:4]([C:11]([NH:13][C:14](=[NH:17])[S:15][CH3:16])=[O:12])=[N:5][C:6]([Cl:10])=[C:7]([NH2:9])[N:8]=1.[CH2:18]([O:25][C:26](ON1C(=O)CCC1=O)=[O:27])[C:19]1[CH:24]=[CH:23][CH:22]=[CH:21][CH:20]=1. Product: [C:26]([N:13]([C:11]([C:4]1[C:3]([NH2:2])=[N:8][C:7]([NH2:9])=[C:6]([Cl:10])[N:5]=1)=[O:12])[C:14](=[NH:17])[S:15][CH3:16])([O:25][CH2:18][C:19]1[CH:24]=[CH:23][CH:22]=[CH:21][CH:20]=1)=[O:27]. The catalyst class is: 338. (2) The catalyst class is: 287. Product: [Cl:4][C:5]1[N:13]=[C:12]2[C:8]([N:9]([CH2:2][CH3:3])[C:10](=[O:19])[N:11]2[CH:14]2[CH2:18][CH2:17][CH2:16][CH2:15]2)=[CH:7][N:6]=1. Reactant: I[CH2:2][CH3:3].[Cl:4][C:5]1[N:13]=[C:12]2[C:8]([NH:9][C:10](=[O:19])[N:11]2[CH:14]2[CH2:18][CH2:17][CH2:16][CH2:15]2)=[CH:7][N:6]=1.[H-].[Na+].CCCC(C)C. (3) Reactant: [C:1]([CH:3]1[CH2:8][CH2:7][N:6]([C:9]([C@H:11]([NH:16][C:17]([C:19]2[C:27]3[N:26]=[C:25](Br)[CH:24]=[N:23][C:22]=3[N:21]([CH2:29][O:30][CH2:31][CH2:32][Si:33]([CH3:36])([CH3:35])[CH3:34])[CH:20]=2)=[O:18])[C:12]([CH3:15])([CH3:14])[CH3:13])=[O:10])[CH2:5][CH2:4]1)#[N:2].[CH:37]1([CH2:40][N:41]2[CH:45]=[C:44]([Sn](CCCC)(CCCC)CCCC)[N:43]=[CH:42]2)[CH2:39][CH2:38]1. Product: [C:1]([CH:3]1[CH2:8][CH2:7][N:6]([C:9]([C@H:11]([NH:16][C:17]([C:19]2[C:27]3[C:22](=[N:23][CH:24]=[C:25]([C:44]4[N:43]=[CH:42][N:41]([CH2:40][CH:37]5[CH2:39][CH2:38]5)[CH:45]=4)[N:26]=3)[N:21]([CH2:29][O:30][CH2:31][CH2:32][Si:33]([CH3:36])([CH3:35])[CH3:34])[CH:20]=2)=[O:18])[C:12]([CH3:15])([CH3:14])[CH3:13])=[O:10])[CH2:5][CH2:4]1)#[N:2]. The catalyst class is: 441. (4) Reactant: N12CCCN=C1CCCCC2.Cl.[NH2:13][CH2:14][C:15]1[CH:23]=[CH:22][CH:21]=[C:20]2[C:16]=1[C:17](=[O:33])[N:18]([CH:25]1[CH2:30][CH2:29][C:28](=[O:31])[NH:27][C:26]1=[O:32])[C:19]2=[O:24].[CH3:34][C:35]1[O:39][N:38]=[C:37]([C:40](Cl)=[O:41])[CH:36]=1. Product: [O:32]=[C:26]1[CH:25]([N:18]2[C:17](=[O:33])[C:16]3[C:20](=[CH:21][CH:22]=[CH:23][C:15]=3[CH2:14][NH:13][C:40]([C:37]3[CH:36]=[C:35]([CH3:34])[O:39][N:38]=3)=[O:41])[C:19]2=[O:24])[CH2:30][CH2:29][C:28](=[O:31])[NH:27]1. The catalyst class is: 10. (5) Reactant: [OH:1][C:2]1[C:12]2[CH2:11][CH2:10][N:9]([C:13](=[O:18])[C:14]([F:17])([F:16])[F:15])[CH2:8][CH2:7][C:6]=2[CH:5]=[CH:4][C:3]=1[CH2:19][CH2:20][CH3:21].C(N(CC)CC)C.[F:29][C:30]([F:43])([F:42])[S:31](O[S:31]([C:30]([F:43])([F:42])[F:29])(=[O:33])=[O:32])(=[O:33])=[O:32]. Product: [CH2:19]([C:3]1[CH:4]=[CH:5][C:6]2[CH2:7][CH2:8][N:9]([C:13](=[O:18])[C:14]([F:17])([F:15])[F:16])[CH2:10][CH2:11][C:12]=2[C:2]=1[O:1][S:31]([C:30]([F:43])([F:42])[F:29])(=[O:33])=[O:32])[CH2:20][CH3:21]. The catalyst class is: 2. (6) Reactant: [OH:1][CH:2]1[CH2:7][CH2:6][NH:5][CH2:4][CH2:3]1.Cl[C:9]1[CH:10]=[CH:11][C:12]2[N:13]([C:15]([C:18]([F:21])([F:20])[F:19])=[N:16][N:17]=2)[N:14]=1.CCN(C(C)C)C(C)C.CCOCC. Product: [F:20][C:18]([F:19])([F:21])[C:15]1[N:13]2[N:14]=[C:9]([N:5]3[CH2:6][CH2:7][CH:2]([OH:1])[CH2:3][CH2:4]3)[CH:10]=[CH:11][C:12]2=[N:17][N:16]=1. The catalyst class is: 3.